Dataset: Full USPTO retrosynthesis dataset with 1.9M reactions from patents (1976-2016). Task: Predict the reactants needed to synthesize the given product. (1) The reactants are: [CH2:1]([O:8][C:9]([NH:11][C@H:12]([C:16]([O:18][C:19]1[CH:29]=[CH:28][C:22]([C:23]([O:25][CH2:26]Cl)=[O:24])=[CH:21][CH:20]=1)=[O:17])[CH:13]([CH3:15])[CH3:14])=[O:10])[C:2]1[CH:7]=[CH:6][CH:5]=[CH:4][CH:3]=1.[I-:30]. Given the product [CH2:1]([O:8][C:9]([NH:11][C@H:12]([C:16]([O:18][C:19]1[CH:29]=[CH:28][C:22]([C:23]([O:25][CH2:26][I:30])=[O:24])=[CH:21][CH:20]=1)=[O:17])[CH:13]([CH3:15])[CH3:14])=[O:10])[C:2]1[CH:7]=[CH:6][CH:5]=[CH:4][CH:3]=1, predict the reactants needed to synthesize it. (2) Given the product [OH:24][CH2:25][C:26]([NH:29][S:30]([C:33]1[S:37][C:36]([NH:38][C:21]([C:20]2[CH:19]=[N:18][N:11]3[C:12]([C:14]([F:17])([F:16])[F:15])=[CH:13][C:8]([C:5]4[CH:4]=[CH:3][C:2]([Cl:1])=[CH:7][CH:6]=4)=[N:9][C:10]=23)=[O:22])=[N:35][C:34]=1[CH3:39])(=[O:32])=[O:31])([CH3:28])[CH3:27], predict the reactants needed to synthesize it. The reactants are: [Cl:1][C:2]1[CH:7]=[CH:6][C:5]([C:8]2[CH:13]=[C:12]([C:14]([F:17])([F:16])[F:15])[N:11]3[N:18]=[CH:19][C:20]([C:21](O)=[O:22])=[C:10]3[N:9]=2)=[CH:4][CH:3]=1.[OH:24][CH2:25][C:26]([NH:29][S:30]([C:33]1[S:37][C:36]([NH2:38])=[N:35][C:34]=1[CH3:39])(=[O:32])=[O:31])([CH3:28])[CH3:27]. (3) Given the product [F:1][C:2]1[C:3]([C:35]2[N:40]=[CH:39][CH:38]=[CH:37][N:36]=2)=[C:4]([CH:26]=[CH:27][CH:28]=1)[C:5]([N:7]1[CH2:12][CH2:11][CH2:10][C@@H:9]([CH3:13])[C@H:8]1[CH2:14][N:15]1[C:23](=[O:24])[C:22]2[C:17](=[CH:18][CH:19]=[CH:20][CH:21]=2)[C:16]1=[O:25])=[O:6], predict the reactants needed to synthesize it. The reactants are: [F:1][C:2]1[C:3](I)=[C:4]([CH:26]=[CH:27][CH:28]=1)[C:5]([N:7]1[CH2:12][CH2:11][CH2:10][C@@H:9]([CH3:13])[C@H:8]1[CH2:14][N:15]1[C:23](=[O:24])[C:22]2[C:17](=[CH:18][CH:19]=[CH:20][CH:21]=2)[C:16]1=[O:25])=[O:6].C([Sn](CCCC)(CCCC)[C:35]1[N:40]=[CH:39][CH:38]=[CH:37][N:36]=1)CCC.[F-].[Cs+]. (4) Given the product [Cl:13][C:14]([Cl:20])([Cl:19])[C:15]1[NH:10][C:5]2[CH:4]=[CH:3][CH:2]=[CH:7][C:6]=2[N:9]=1, predict the reactants needed to synthesize it. The reactants are: [2H][C:2]1[C:7]([2H])=[C:6]([NH2:9])[C:5]([NH2:10])=[C:4]([2H])[C:3]=1[2H].[Cl:13][C:14]([Cl:20])([Cl:19])[C:15](=N)OC. (5) Given the product [O:9]=[C:10]1[CH:15]([N:16]2[C:24](=[O:25])[C:23]3[C:18](=[CH:19][CH:20]=[CH:21][C:22]=3[CH2:26][N:27]([CH3:28])[C:40]([NH:39][C:35]3[CH:36]=[CH:37][CH:38]=[C:33]([O:32][CH3:31])[CH:34]=3)=[O:41])[C:17]2=[O:29])[CH2:14][CH2:13][C:12](=[O:30])[NH:11]1, predict the reactants needed to synthesize it. The reactants are: C(N(CC)CC)C.Cl.[O:9]=[C:10]1[CH:15]([N:16]2[C:24](=[O:25])[C:23]3[C:18](=[CH:19][CH:20]=[CH:21][C:22]=3[CH2:26][NH:27][CH3:28])[C:17]2=[O:29])[CH2:14][CH2:13][C:12](=[O:30])[NH:11]1.[CH3:31][O:32][C:33]1[CH:34]=[C:35]([N:39]=[C:40]=[O:41])[CH:36]=[CH:37][CH:38]=1.